Dataset: Full USPTO retrosynthesis dataset with 1.9M reactions from patents (1976-2016). Task: Predict the reactants needed to synthesize the given product. (1) Given the product [CH3:22][CH:21]([CH3:23])[CH2:20][C:19]([N:1]1[CH2:6][CH2:5][CH2:4][C@H:3]([C:7]([O:9][CH2:10][CH3:11])=[O:8])[CH2:2]1)=[O:24], predict the reactants needed to synthesize it. The reactants are: [NH:1]1[CH2:6][CH2:5][CH2:4][C@H:3]([C:7]([O:9][CH2:10][CH3:11])=[O:8])[CH2:2]1.CCN(CC)CC.[C:19](Cl)(=[O:24])[CH2:20][CH:21]([CH3:23])[CH3:22]. (2) Given the product [CH2:8]([C:12]1[C:22]([CH:23]([OH:24])[C:25]2[N:30]=[C:29]([C:31]([O:33][CH3:34])=[O:32])[CH:28]=[CH:27][CH:26]=2)=[C:15]2[CH:16]=[CH:17][C:18]([O:20][CH3:21])=[CH:19][N:14]2[N:13]=1)[CH:9]([CH3:11])[CH3:10], predict the reactants needed to synthesize it. The reactants are: CO.[BH4-].[Na+].ClCCl.[CH2:8]([C:12]1[C:22]([C:23]([C:25]2[N:30]=[C:29]([C:31]([O:33][CH3:34])=[O:32])[CH:28]=[CH:27][CH:26]=2)=[O:24])=[C:15]2[CH:16]=[CH:17][C:18]([O:20][CH3:21])=[CH:19][N:14]2[N:13]=1)[CH:9]([CH3:11])[CH3:10]. (3) Given the product [ClH:49].[CH3:33][O:32][C:26]1[CH:25]=[C:24]([CH:29]=[CH:28][C:27]=1[O:30][CH3:31])[CH2:23][NH:22][C:20](=[O:21])[C:19]1[CH:34]=[C:35]([N+:38]([O-:40])=[O:39])[CH:36]=[CH:37][C:18]=1[NH:17][C@H:14]1[CH2:15][CH2:16][C@H:11]([NH:10][C:9]([NH2:41])=[NH:8])[CH2:12][CH2:13]1, predict the reactants needed to synthesize it. The reactants are: C(OC([N:8]=[C:9]([NH:41]C(OC(C)(C)C)=O)[NH:10][C@H:11]1[CH2:16][CH2:15][C@H:14]([NH:17][C:18]2[CH:37]=[CH:36][C:35]([N+:38]([O-:40])=[O:39])=[CH:34][C:19]=2[C:20]([NH:22][CH2:23][C:24]2[CH:29]=[CH:28][C:27]([O:30][CH3:31])=[C:26]([O:32][CH3:33])[CH:25]=2)=[O:21])[CH2:13][CH2:12]1)=O)(C)(C)C.[ClH:49]. (4) Given the product [C:4]([O:3][C:1]([N:8]1[CH2:9][CH:10]([C:12](=[O:14])[NH:34][CH2:27][C:28]2[CH:33]=[CH:32][CH:31]=[CH:30][CH:29]=2)[CH2:11]1)=[O:2])([CH3:5])([CH3:6])[CH3:7], predict the reactants needed to synthesize it. The reactants are: [C:1]([N:8]1[CH2:11][CH:10]([C:12]([OH:14])=O)[CH2:9]1)([O:3][C:4]([CH3:7])([CH3:6])[CH3:5])=[O:2].C(N1C=CN=C1)(N1C=CN=C1)=O.[CH2:27]([NH2:34])[C:28]1[CH:33]=[CH:32][CH:31]=[CH:30][CH:29]=1. (5) Given the product [CH3:20][C:2]([CH3:21])([CH3:1])[C:3]([C:5]1[O:6][C:7]2[CH:17]=[CH:16][C:15]([O:18][CH3:19])=[CH:14][C:8]=2[C:9]=1[CH2:10][C:11]([N:37]([CH2:38][CH2:39][CH:40]([CH3:42])[CH3:41])[CH2:32][CH2:33][CH:34]([CH3:35])[CH3:36])=[O:12])=[O:4], predict the reactants needed to synthesize it. The reactants are: [CH3:1][C:2]([CH3:21])([CH3:20])[C:3]([C:5]1[O:6][C:7]2[CH:17]=[CH:16][C:15]([O:18][CH3:19])=[CH:14][C:8]=2[C:9]=1[CH2:10][C:11](O)=[O:12])=[O:4].C1C=CC2N(O)N=NC=2C=1.[CH2:32]([NH:37][CH2:38][CH2:39][CH:40]([CH3:42])[CH3:41])[CH2:33][CH:34]([CH3:36])[CH3:35].CCN(C(C)C)C(C)C. (6) Given the product [F:21][CH2:20][CH2:19][O:1][C:2]1[CH:3]=[C:4]([CH:7]=[CH:8][C:9]=1[O:10][CH3:11])[CH:5]=[O:6], predict the reactants needed to synthesize it. The reactants are: [OH:1][C:2]1[CH:3]=[C:4]([CH:7]=[CH:8][C:9]=1[O:10][CH3:11])[CH:5]=[O:6].C(=O)([O-])[O-].[K+].[K+].Br[CH2:19][CH2:20][F:21].[Cl-].[Na+]. (7) Given the product [Cl:28][C:25]1[CH:24]=[CH:23][C:22]([CH2:21][NH:20][C:18]([C:15]2[C:16](=[O:17])[C:11]3[CH:10]=[C:9]([CH2:8][N:39]([CH2:40][C@@H:41]([OH:42])[C:43]4[CH:48]=[CH:47][CH:46]=[CH:45][N:44]=4)[CH3:38])[S:37][C:12]=3[N:13]([CH2:29][CH:30]3[CH2:34][O:33][C:32]([CH3:35])([CH3:36])[O:31]3)[CH:14]=2)=[O:19])=[CH:27][CH:26]=1, predict the reactants needed to synthesize it. The reactants are: C(=O)([O-])[O-].[Cs+].[Cs+].Cl[CH2:8][C:9]1[S:37][C:12]2[N:13]([CH2:29][CH:30]3[CH2:34][O:33][C:32]([CH3:36])([CH3:35])[O:31]3)[CH:14]=[C:15]([C:18]([NH:20][CH2:21][C:22]3[CH:27]=[CH:26][C:25]([Cl:28])=[CH:24][CH:23]=3)=[O:19])[C:16](=[O:17])[C:11]=2[CH:10]=1.[CH3:38][NH:39][CH2:40][C@H:41]([C:43]1[CH:48]=[CH:47][CH:46]=[CH:45][N:44]=1)[OH:42].